This data is from Full USPTO retrosynthesis dataset with 1.9M reactions from patents (1976-2016). The task is: Predict the reactants needed to synthesize the given product. Given the product [Br:1][C:2]1[CH:8]=[CH:7][C:5]([NH:6][C:12]([NH2:13])=[NH:11])=[C:4]([O:9][CH3:10])[CH:3]=1, predict the reactants needed to synthesize it. The reactants are: [Br:1][C:2]1[CH:8]=[CH:7][C:5]([NH2:6])=[C:4]([O:9][CH3:10])[CH:3]=1.[N:11]#[C:12][NH2:13].